From a dataset of Reaction yield outcomes from USPTO patents with 853,638 reactions. Predict the reaction yield, written as a fraction of the theoretical maximum amount of product (1.0 means a 100% yield; for example, 0.34 means a 34% yield). (1) The reactants are [H-].[Na+].[Cl:3][C:4]1[CH:5]=[C:6]([C:10]2[O:14][N:13]=[C:12]([NH:15][CH3:16])[N:11]=2)[CH:7]=[CH:8][CH:9]=1.Cl[CH2:18][C:19]1[N:20]([CH3:30])[C:21]([C:24]2[CH:29]=[CH:28][N:27]=[CH:26][CH:25]=2)=[N:22][N:23]=1.[NH4+].[Cl-]. The catalyst is CN(C=O)C. The product is [Cl:3][C:4]1[CH:5]=[C:6]([C:10]2[O:14][N:13]=[C:12]([N:15]([CH3:16])[CH2:18][C:19]3[N:20]([CH3:30])[C:21]([C:24]4[CH:29]=[CH:28][N:27]=[CH:26][CH:25]=4)=[N:22][N:23]=3)[N:11]=2)[CH:7]=[CH:8][CH:9]=1. The yield is 0.540. (2) The yield is 0.800. The reactants are C(=O)([O-])[O-].[K+].[K+].Br[C:8]1[CH:13]=[CH:12][CH:11]=[C:10]([C:14]([C:16]2[CH:21]=[CH:20][CH:19]=[CH:18][CH:17]=2)=[CH2:15])[N:9]=1.B(O)O.B([O-])[O-].O1[CH2:33][CH2:32][O:31][CH2:30][CH2:29]1. The catalyst is O.C(OCC)(=O)C.C1C=CC([P]([Pd]([P](C2C=CC=CC=2)(C2C=CC=CC=2)C2C=CC=CC=2)([P](C2C=CC=CC=2)(C2C=CC=CC=2)C2C=CC=CC=2)[P](C2C=CC=CC=2)(C2C=CC=CC=2)C2C=CC=CC=2)(C2C=CC=CC=2)C2C=CC=CC=2)=CC=1.[Pd]. The product is [CH2:30]([O:31][C:32]1[C:33]([C:14]([CH3:16])([CH3:15])[CH3:10])=[CH:11][CH:12]=[CH:13][C:8]=1[C:8]1[CH:13]=[CH:12][CH:11]=[C:10]([C:14]([C:16]2[CH:21]=[CH:20][CH:19]=[CH:18][CH:17]=2)=[CH2:15])[N:9]=1)[C:29]1[CH:21]=[CH:20][CH:19]=[CH:18][CH:17]=1.